The task is: Predict the reactants needed to synthesize the given product.. This data is from Full USPTO retrosynthesis dataset with 1.9M reactions from patents (1976-2016). (1) Given the product [NH2:9][C@@H:10]1[CH2:15][CH2:14][N:13]([C:16]([O:18][C:19]([CH3:20])([CH3:21])[CH3:22])=[O:17])[CH2:12][C@@H:11]1[C:23]([O:25][CH2:26][CH3:27])=[O:24], predict the reactants needed to synthesize it. The reactants are: C1([C@H]([NH:9][C@@H:10]2[CH2:15][CH2:14][N:13]([C:16]([O:18][C:19]([CH3:22])([CH3:21])[CH3:20])=[O:17])[CH2:12][C@@H:11]2[C:23]([O:25][CH2:26][CH3:27])=[O:24])C)C=CC=CC=1.C([O-])=O.[NH4+]. (2) The reactants are: [NH2:1][C:2]1([CH2:18][C:19]([O:21][CH2:22][CH3:23])=[O:20])[CH2:9][CH:8]2[N:10]([CH2:11][C:12]3[CH:17]=[CH:16][CH:15]=[CH:14][CH:13]=3)[CH:4]([CH2:5][O:6][CH2:7]2)[CH2:3]1.[CH3:24][C:25]([O:28][C:29](O[C:29]([O:28][C:25]([CH3:27])([CH3:26])[CH3:24])=[O:30])=[O:30])([CH3:27])[CH3:26]. Given the product [CH2:11]([N:10]1[CH:8]2[CH2:9][C:2]([CH2:18][C:19]([O:21][CH2:22][CH3:23])=[O:20])([NH:1][C:29]([O:28][C:25]([CH3:27])([CH3:26])[CH3:24])=[O:30])[CH2:3][CH:4]1[CH2:5][O:6][CH2:7]2)[C:12]1[CH:13]=[CH:14][CH:15]=[CH:16][CH:17]=1, predict the reactants needed to synthesize it. (3) Given the product [CH3:37][N:38]([CH3:45])[C:39]1[CH:44]=[CH:43][C:42]([N+:13]([O-:15])=[O:14])=[CH:41][CH:40]=1, predict the reactants needed to synthesize it. The reactants are: C1N([N+]([O-])=O)CN([N+]([O-])=O)CN1[N+:13]([O-:15])=[O:14].C(O[N+]([O-])=O)C(CO[N+]([O-])=O)(CO[N+]([O-])=O)CO[N+]([O-])=O.[CH3:37][N:38]([CH3:45])[C:39]1[CH:44]=[CH:43][CH:42]=[CH:41][CH:40]=1. (4) Given the product [C:14]([C:9]1[N:10]([CH2:11][CH2:12][CH3:13])[C:2](=[O:1])[C:3]2[N:4]([CH2:41][O:42][P:43](=[O:54])([O:49][C:50]([CH3:53])([CH3:52])[CH3:51])[O:44][C:45]([CH3:48])([CH3:46])[CH3:47])[C:5]([C:16]3[CH:17]=[N:18][N:19]([CH2:21][C:22]4[CH:27]=[CH:26][CH:25]=[C:24]([C:28]([F:31])([F:30])[F:29])[CH:23]=4)[CH:20]=3)=[N:6][C:7]=2[N:8]=1)#[N:15], predict the reactants needed to synthesize it. The reactants are: [O:1]=[C:2]1[N:10]([CH2:11][CH2:12][CH3:13])[C:9]([C:14]#[N:15])=[N:8][C:7]2[N:6]=[C:5]([C:16]3[CH:17]=[N:18][N:19]([CH2:21][C:22]4[CH:27]=[CH:26][CH:25]=[C:24]([C:28]([F:31])([F:30])[F:29])[CH:23]=4)[CH:20]=3)[NH:4][C:3]1=2.C([O-])([O-])=O.[K+].[K+].[Na+].[I-].Cl[CH2:41][O:42][P:43](=[O:54])([O:49][C:50]([CH3:53])([CH3:52])[CH3:51])[O:44][C:45]([CH3:48])([CH3:47])[CH3:46]. (5) Given the product [C:1]1([S:7]([NH:10][C:11]([C:13]2[C:14]([N:40]3[CH2:41][C@@H:42]([CH3:44])[CH2:43][C:39]3([CH3:45])[CH3:38])=[N:15][C:16]([C:19]3[CH:24]=[C:23]([O:25][CH2:26][CH:27]([CH3:29])[CH3:28])[CH:22]=[C:21]([F:30])[CH:20]=3)=[CH:17][CH:18]=2)=[O:12])(=[O:9])=[O:8])[CH:6]=[CH:5][CH:4]=[CH:3][CH:2]=1, predict the reactants needed to synthesize it. The reactants are: [C:1]1([S:7]([NH:10][C:11]([C:13]2[C:14](Cl)=[N:15][C:16]([C:19]3[CH:24]=[C:23]([O:25][CH2:26][CH:27]([CH3:29])[CH3:28])[CH:22]=[C:21]([F:30])[CH:20]=3)=[CH:17][CH:18]=2)=[O:12])(=[O:9])=[O:8])[CH:6]=[CH:5][CH:4]=[CH:3][CH:2]=1.C(=O)([O-])[O-].[K+].[K+].[CH3:38][C:39]1([CH3:45])[CH2:43][C@H:42]([CH3:44])[CH2:41][NH:40]1.Cl.